This data is from Forward reaction prediction with 1.9M reactions from USPTO patents (1976-2016). The task is: Predict the product of the given reaction. (1) Given the reactants O.[CH3:2][CH2:3][CH2:4][CH2:5][CH2:6][CH2:7][CH2:8][CH2:9][CH2:10][CH2:11][CH2:12][C:13]([O:15]CC([O:15][C:13]([CH2:12][CH2:11][CH2:10][CH2:9][CH2:8][CH2:7][CH2:6][CH2:5][CH2:4][CH2:3][CH3:2])=[O:14])CO)=[O:14], predict the reaction product. The product is: [C:13]([OH:15])(=[O:14])[CH2:12][CH2:11][CH2:10][CH2:9][CH2:8][CH2:7][CH2:6][CH2:5][CH2:4][CH2:3][CH3:2]. (2) Given the reactants [NH2:1][C:2]1[NH:3][C:4](=[O:18])[C:5]2[CH:10]=[C:9]([C:11]3[CH:16]=[CH:15][C:14]([F:17])=[CH:13][CH:12]=3)[S:8][C:6]=2[N:7]=1.F[P-](F)(F)(F)(F)F.N1(O[P+](N(C)C)(N(C)C)N(C)C)[C:30]2C=CC=C[C:29]=2N=N1.C1CCN2C(=NCCC2)CC1.[O-]CC.[Na+], predict the reaction product. The product is: [CH2:29]([O:18][C:4]1[C:5]2[CH:10]=[C:9]([C:11]3[CH:12]=[CH:13][C:14]([F:17])=[CH:15][CH:16]=3)[S:8][C:6]=2[N:7]=[C:2]([NH2:1])[N:3]=1)[CH3:30]. (3) Given the reactants [Cl:1][C:2]1[CH:18]=[CH:17][C:5]2[CH2:6][CH2:7][N:8]([C:11](=[O:16])[C:12]([F:15])([F:14])[F:13])[CH2:9][CH2:10][C:4]=2[C:3]=1OS(C(F)(F)F)(=O)=O.[S:27]1[CH:31]=[CH:30][CH:29]=[C:28]1[CH:32]([NH2:34])[CH3:33], predict the reaction product. The product is: [Cl:1][C:2]1[CH:18]=[CH:17][C:5]2[CH2:6][CH2:7][N:8]([C:11](=[O:16])[C:12]([F:15])([F:13])[F:14])[CH2:9][CH2:10][C:4]=2[C:3]=1[NH:34][CH:32]([C:28]1[S:27][CH:31]=[CH:30][CH:29]=1)[CH3:33].